From a dataset of Reaction yield outcomes from USPTO patents with 853,638 reactions. Predict the reaction yield, written as a fraction of the theoretical maximum amount of product (1.0 means a 100% yield; for example, 0.34 means a 34% yield). (1) The reactants are [CH3:1][C:2]1([CH3:16])[C:6]([CH3:8])([CH3:7])[O:5][B:4]([C:9]2[CH:10]=[C:11]([OH:15])[CH:12]=[CH:13][CH:14]=2)[O:3]1.Cl[CH2:18][C:19]([NH:21][CH3:22])=[O:20].C([O-])([O-])=O.[K+].[K+].O. The catalyst is CN(C=O)C. The product is [CH3:22][NH:21][C:19](=[O:20])[CH2:18][O:15][C:11]1[CH:12]=[CH:13][CH:14]=[C:9]([B:4]2[O:3][C:2]([CH3:16])([CH3:1])[C:6]([CH3:7])([CH3:8])[O:5]2)[CH:10]=1. The yield is 0.720. (2) The reactants are [CH2:1]([O:3][C:4]1[C:8]([CH3:9])=[C:7]([C:10]([OH:12])=O)[NH:6][N:5]=1)[CH3:2].[NH2:13][C@@H:14]([CH3:30])[CH2:15][N:16]1[CH:20]=[CH:19][C:18]([C:21]2[CH:28]=[CH:27][C:24]([C:25]#[N:26])=[C:23]([Cl:29])[CH:22]=2)=[N:17]1. No catalyst specified. The product is [Cl:29][C:23]1[CH:22]=[C:21]([C:18]2[CH:19]=[CH:20][N:16]([CH2:15][C@@H:14]([NH:13][C:10]([C:7]3[NH:6][N:5]=[C:4]([O:3][CH2:1][CH3:2])[C:8]=3[CH3:9])=[O:12])[CH3:30])[N:17]=2)[CH:28]=[CH:27][C:24]=1[C:25]#[N:26]. The yield is 0.0421. (3) The reactants are [CH3:1][S:2]([CH2:5][C:6]([OH:8])=O)(=[O:4])=[O:3].CCN=C=NCCCN(C)C.C1C=CC2N(O)N=NC=2C=1.CCN(C(C)C)C(C)C.OC(C(F)(F)F)=O.[C:46]1([C:52]2[CH:57]=[C:56]([CH:58]3[CH2:63][CH2:62][NH:61][CH2:60][CH2:59]3)[CH:55]=[CH:54][C:53]=2[NH:64][C:65]([C:67]2[NH:68][CH:69]=[C:70]([C:72]#[N:73])[N:71]=2)=[O:66])[CH2:51][CH2:50][CH2:49][CH2:48][CH:47]=1.CCN(CC)CC. The catalyst is C(Cl)Cl. The product is [C:46]1([C:52]2[CH:57]=[C:56]([CH:58]3[CH2:59][CH2:60][N:61]([C:6](=[O:8])[CH2:5][S:2]([CH3:1])(=[O:4])=[O:3])[CH2:62][CH2:63]3)[CH:55]=[CH:54][C:53]=2[NH:64][C:65]([C:67]2[NH:68][CH:69]=[C:70]([C:72]#[N:73])[N:71]=2)=[O:66])[CH2:51][CH2:50][CH2:49][CH2:48][CH:47]=1. The yield is 0.250. (4) The reactants are Cl.[F:2][C:3]1[CH:4]=[C:5]([C:9]2([NH2:15])[CH2:14][CH2:13][CH2:12][CH2:11][CH2:10]2)[CH:6]=[CH:7][CH:8]=1.Cl[C:17]1[N:22]=[CH:21][C:20]([C:23]([O:25][CH2:26][CH3:27])=[O:24])=[CH:19][N:18]=1.CCN(C(C)C)C(C)C. The catalyst is O1CCOCC1. The product is [F:2][C:3]1[CH:4]=[C:5]([C:9]2([NH:15][C:17]3[N:18]=[CH:19][C:20]([C:23]([O:25][CH2:26][CH3:27])=[O:24])=[CH:21][N:22]=3)[CH2:14][CH2:13][CH2:12][CH2:11][CH2:10]2)[CH:6]=[CH:7][CH:8]=1. The yield is 0.400.